This data is from Full USPTO retrosynthesis dataset with 1.9M reactions from patents (1976-2016). The task is: Predict the reactants needed to synthesize the given product. (1) The reactants are: [Br:1][C:2]1[CH:11]=[CH:10][C:9]([C:12]([F:15])([F:14])[F:13])=[CH:8][C:3]=1[CH2:4][NH:5][CH2:6][CH3:7].Cl[C:17]([O:19][CH2:20][C:21]1[CH:26]=[CH:25][CH:24]=[CH:23][CH:22]=1)=[O:18]. Given the product [CH2:20]([O:19][C:17](=[O:18])[N:5]([CH2:4][C:3]1[CH:8]=[C:9]([C:12]([F:13])([F:14])[F:15])[CH:10]=[CH:11][C:2]=1[Br:1])[CH2:6][CH3:7])[C:21]1[CH:26]=[CH:25][CH:24]=[CH:23][CH:22]=1, predict the reactants needed to synthesize it. (2) Given the product [C:17]1([NH:23][C:24]([NH:16][C:13]2[CH:14]=[CH:15][C:9]3[O:8][C:7]([C:1]4[CH:2]=[CH:3][CH:4]=[CH:5][CH:6]=4)=[N:11][C:10]=3[CH:12]=2)=[O:25])[CH:22]=[CH:21][CH:20]=[CH:19][CH:18]=1, predict the reactants needed to synthesize it. The reactants are: [C:1]1([C:7]2[O:8][C:9]3[CH:15]=[CH:14][C:13]([NH2:16])=[CH:12][C:10]=3[N:11]=2)[CH:6]=[CH:5][CH:4]=[CH:3][CH:2]=1.[C:17]1([N:23]=[C:24]=[O:25])[CH:22]=[CH:21][CH:20]=[CH:19][CH:18]=1. (3) Given the product [F:1][C:2]1[C:3]([C:9]#[N:10])=[N:4][CH:5]=[C:6]([O:14][CH2:13][C:12]([F:16])([F:15])[F:11])[CH:7]=1, predict the reactants needed to synthesize it. The reactants are: [F:1][C:2]1[C:3]([C:9]#[N:10])=[N:4][CH:5]=[C:6](F)[CH:7]=1.[F:11][C:12]([F:16])([F:15])[CH2:13][OH:14].[H-].[Na+].O. (4) The reactants are: Cl.[F:2][C:3]1[CH:4]=[N:5][C:6]([C@@H:9]([NH2:11])[CH3:10])=[N:7][CH:8]=1.Cl[C:13]1[N:18]=[C:17]([NH:19][C:20]2[CH:24]=[C:23]([CH:25]3[CH2:27][CH2:26]3)[NH:22][N:21]=2)[C:16]([Cl:28])=[CH:15][N:14]=1.CCN(C(C)C)C(C)C. Given the product [Cl:28][C:16]1[C:17]([NH:19][C:20]2[CH:24]=[C:23]([CH:25]3[CH2:27][CH2:26]3)[NH:22][N:21]=2)=[N:18][C:13]([NH:11][C@H:9]([C:6]2[N:7]=[CH:8][C:3]([F:2])=[CH:4][N:5]=2)[CH3:10])=[N:14][CH:15]=1, predict the reactants needed to synthesize it.